Dataset: Reaction yield outcomes from USPTO patents with 853,638 reactions. Task: Predict the reaction yield, written as a fraction of the theoretical maximum amount of product (1.0 means a 100% yield; for example, 0.34 means a 34% yield). (1) The reactants are [C:1]1([NH:7][C:8]2[S:9][C:10]([C:20](O)=[O:21])=[C:11]3[CH2:19][CH2:18][C:14]4[CH:15]=[N:16][O:17][C:13]=4[C:12]=23)[CH:6]=[CH:5][CH:4]=[CH:3][CH:2]=1.C(Cl)(=O)C(Cl)=O.[O:29]=[C:30]1[NH:34][C:33](=[O:35])[CH:32]([CH2:36][C:37]2[CH:43]=[CH:42][C:40]([NH2:41])=[CH:39][CH:38]=2)[S:31]1.C(O)(=O)CC(CC(O)=O)(C(O)=O)O. The catalyst is C1COCC1.CN(C=O)C.CN(C1C=CN=CC=1)C. The product is [O:29]=[C:30]1[NH:34][C:33](=[O:35])[CH:32]([CH2:36][C:37]2[CH:43]=[CH:42][C:40]([NH:41][C:20]([C:10]3[S:9][C:8]([NH:7][C:1]4[CH:2]=[CH:3][CH:4]=[CH:5][CH:6]=4)=[C:12]4[C:13]5[O:17][N:16]=[CH:15][C:14]=5[CH2:18][CH2:19][C:11]=34)=[O:21])=[CH:39][CH:38]=2)[S:31]1. The yield is 0.160. (2) The product is [N:9]1[CH:10]=[CH:11][C:6]([C:21]2[CH:22]=[C:23]([C:28]3[CH:33]=[CH:32][CH:31]=[C:30]([C:34]([F:35])([F:36])[F:37])[CH:29]=3)[CH:24]=[CH:25][C:26]=2[OH:27])=[CH:7][N:8]=1. The reactants are C([Sn](CCCC)(CCCC)[C:6]1[CH:11]=[CH:10][N:9]=[N:8][CH:7]=1)CCC.I[C:21]1[CH:22]=[C:23]([C:28]2[CH:33]=[CH:32][CH:31]=[C:30]([C:34]([F:37])([F:36])[F:35])[CH:29]=2)[CH:24]=[CH:25][C:26]=1[OH:27].[F-].[Cs+]. The yield is 0.370. The catalyst is CN(C)C=O.[Pd].C1(P(C2C=CC=CC=2)C2C=CC=CC=2)C=CC=CC=1.C1(P(C2C=CC=CC=2)C2C=CC=CC=2)C=CC=CC=1.C1(P(C2C=CC=CC=2)C2C=CC=CC=2)C=CC=CC=1.C1(P(C2C=CC=CC=2)C2C=CC=CC=2)C=CC=CC=1.